Predict which catalyst facilitates the given reaction. From a dataset of Catalyst prediction with 721,799 reactions and 888 catalyst types from USPTO. Reactant: [NH2:1][C:2]1[S:6][N:5]=[C:4](/[C:7](=[N:34]/[O:35][C:36]([C:39]([O:41]C(C)(C)C)=[O:40])([CH3:38])[CH3:37])/[C:8]([NH:10][C@@H:11]2[C:32](=[O:33])[N:13]3[C:14]([C:20]([O:22]CC4C=CC(OC)=CC=4)=[O:21])=[C:15]([CH2:18]Cl)[CH2:16][S:17][C@H:12]23)=[O:9])[N:3]=1.C[Si](C)(C)NC(=O)C.[I-].[K+].[CH3:56][N:57]1[C:61]([NH:62]C(C2C=CC=CC=2)(C2C=CC=CC=2)C2C=CC=CC=2)=[C:60]([NH:82][C:83]([NH:85][CH:86]2[CH2:89][N:88](C(OC(C)(C)C)=O)[CH2:87]2)=[O:84])[CH:59]=[N:58]1. Product: [NH2:62][C:61]1[N:57]([CH3:56])[N+:58]([CH2:18][C:15]2[CH2:16][S:17][C@@H:12]3[C@H:11]([NH:10][C:8](=[O:9])/[C:7](/[C:4]4[N:3]=[C:2]([NH2:1])[S:6][N:5]=4)=[N:34]\[O:35][C:36]([C:39]([OH:41])=[O:40])([CH3:37])[CH3:38])[C:32](=[O:33])[N:13]3[C:14]=2[C:20]([O-:22])=[O:21])=[CH:59][C:60]=1[NH:82][C:83]([NH:85][CH:86]1[CH2:89][NH:88][CH2:87]1)=[O:84]. The catalyst class is: 42.